Dataset: Full USPTO retrosynthesis dataset with 1.9M reactions from patents (1976-2016). Task: Predict the reactants needed to synthesize the given product. (1) Given the product [ClH:1].[Cl:1][C:2]1[CH:3]=[C:4]([C:12]2[O:16][N:15]=[C:14]([C:17]3[C:27]4[O:26][CH2:25][CH2:24][NH:23][CH2:22][C:21]=4[CH:20]=[CH:19][CH:18]=3)[N:13]=2)[CH:5]=[N:6][C:7]=1[O:8][CH:9]([CH3:11])[CH3:10], predict the reactants needed to synthesize it. The reactants are: [Cl:1][C:2]1[CH:3]=[C:4]([C:12]2[O:16][N:15]=[C:14]([C:17]3[C:27]4[O:26][CH2:25][CH2:24][N:23](C(OC(C)(C)C)=O)[CH2:22][C:21]=4[CH:20]=[CH:19][CH:18]=3)[N:13]=2)[CH:5]=[N:6][C:7]=1[O:8][CH:9]([CH3:11])[CH3:10].Cl. (2) Given the product [N+:14]([C:11]1[CH:12]=[C:13]2[C:8](=[CH:9][CH:10]=1)[NH:7][CH:6]=[C:5]2[CH2:4][C:3]#[N:2])([O-:16])=[O:15], predict the reactants needed to synthesize it. The reactants are: C[N:2](C)[CH2:3][CH2:4][C:5]1[C:13]2[C:8](=[CH:9][CH:10]=[C:11]([N+:14]([O-:16])=[O:15])[CH:12]=2)[NH:7][CH:6]=1.IC.[C-]#N.[K+].C1OCCOCCOCCOCCOCCOC1. (3) Given the product [N:17]1([CH2:16][C:12]2[C:13]([O:15][C:29]3[CH:30]=[CH:31][C:32]([S:34]([C:37]([F:39])([F:40])[F:38])(=[O:36])=[O:35])=[CH:33][C:28]=3[N+:25]([O-:27])=[O:26])=[CH:14][C:8]([CH2:7][N:4]3[CH2:3][CH2:2][O:1][CH2:6][CH2:5]3)=[C:9]([O:10][C:29]3[CH:30]=[CH:31][C:32]([S:34]([C:37]([F:40])([F:39])[F:38])(=[O:36])=[O:35])=[CH:33][C:28]=3[N+:25]([O-:27])=[O:26])[CH:11]=2)[CH2:18][CH2:19][O:20][CH2:21][CH2:22]1, predict the reactants needed to synthesize it. The reactants are: [O:1]1[CH2:6][CH2:5][N:4]([CH2:7][C:8]2[CH:14]=[C:13]([OH:15])[C:12]([CH2:16][N:17]3[CH2:22][CH2:21][O:20][CH2:19][CH2:18]3)=[CH:11][C:9]=2[OH:10])[CH2:3][CH2:2]1.[H-].[Na+].[N+:25]([C:28]1[CH:33]=[C:32]([S:34]([C:37]([F:40])([F:39])[F:38])(=[O:36])=[O:35])[CH:31]=[CH:30][C:29]=1Cl)([O-:27])=[O:26]. (4) Given the product [Br:25][C:11]1[C:5]2[S:4][C:3]([S:2][CH3:1])=[N:7][C:6]=2[CH:8]=[CH:9][C:10]=1[NH2:12], predict the reactants needed to synthesize it. The reactants are: [CH3:1][S:2][C:3]1[S:4][C:5]2[CH:11]=[C:10]([NH2:12])[CH:9]=[CH:8][C:6]=2[N:7]=1.O1CCOCC1.C1C=C[NH+]=CC=1.[Br:25][Br-]Br. (5) Given the product [OH:20][CH:14]1[C:13]2[C:12]([CH3:21])=[C:11]([NH:22][C:23](=[O:29])[CH2:24][C:25]([CH3:28])([CH3:27])[CH3:26])[C:10]([CH3:30])=[C:9]([CH2:8][C:7]3[CH:31]=[CH:32][C:4]([CH:1]([CH3:3])[CH3:2])=[CH:5][CH:6]=3)[C:17]=2[O:16][C:15]1([CH3:19])[CH3:18], predict the reactants needed to synthesize it. The reactants are: [CH:1]([C:4]1[CH:32]=[CH:31][C:7]([CH2:8][C:9]2[C:17]3[O:16][C:15]([CH3:19])([CH3:18])[C:14](=[O:20])[C:13]=3[C:12]([CH3:21])=[C:11]([NH:22][C:23](=[O:29])[CH2:24][C:25]([CH3:28])([CH3:27])[CH3:26])[C:10]=2[CH3:30])=[CH:6][CH:5]=1)([CH3:3])[CH3:2]. (6) Given the product [OH:1][C:2]1([CH3:14])[CH2:5][CH:4]([CH2:6][C:7]([OH:9])=[O:8])[CH2:3]1, predict the reactants needed to synthesize it. The reactants are: [OH:1][C:2]1([CH3:14])[CH2:5][CH:4]([CH2:6][C:7]([O:9]C(C)(C)C)=[O:8])[CH2:3]1.C(O)(C(F)(F)F)=O. (7) Given the product [CH2:14]([O:5][C:4](=[O:6])[C:3]1[CH:7]=[CH:8][CH:9]=[C:10]([N+:11]([O-:13])=[O:12])[C:2]=1[OH:1])[CH3:15], predict the reactants needed to synthesize it. The reactants are: [OH:1][C:2]1[C:10]([N+:11]([O-:13])=[O:12])=[CH:9][CH:8]=[CH:7][C:3]=1[C:4]([OH:6])=[O:5].[CH2:14](O)[CH3:15]. (8) Given the product [N:1]1[CH:2]=[CH:3][C:4]([C:7]2[C:8]([C:12]3[CH:13]=[CH:14][C:15]([O:16][CH2:17][C:18]4[CH:27]=[CH:26][C:25]5[C:20](=[CH:21][CH:22]=[CH:23][CH:24]=5)[N:19]=4)=[CH:28][CH:29]=3)=[N:9][N:10]([CH2:31][CH2:32][CH2:33][OH:34])[CH:11]=2)=[CH:5][CH:6]=1, predict the reactants needed to synthesize it. The reactants are: [N:1]1[CH:6]=[CH:5][C:4]([C:7]2[C:8]([C:12]3[CH:29]=[CH:28][C:15]([O:16][CH2:17][C:18]4[CH:27]=[CH:26][C:25]5[C:20](=[CH:21][CH:22]=[CH:23][CH:24]=5)[N:19]=4)=[CH:14][CH:13]=3)=[N:9][NH:10][CH:11]=2)=[CH:3][CH:2]=1.Br[CH2:31][CH2:32][CH2:33][OH:34].C(=O)([O-])[O-].[Cs+].[Cs+]. (9) Given the product [OH:25][CH2:24][CH2:23][C@@:14]1([C:17]2[CH:22]=[CH:21][CH:20]=[CH:19][CH:18]=2)[O:13][C:12](=[O:26])[N:11]([C@H:8]([C:5]2[CH:6]=[CH:7][C:2]([C:28]3[CH:29]=[CH:30][C:31](=[O:35])[N:32]([CH3:34])[CH:33]=3)=[CH:3][CH:4]=2)[CH2:9][CH3:10])[CH2:16][CH2:15]1, predict the reactants needed to synthesize it. The reactants are: Br[C:2]1[CH:7]=[CH:6][C:5]([C@@H:8]([N:11]2[CH2:16][CH2:15][C@:14]([CH2:23][CH2:24][OH:25])([C:17]3[CH:22]=[CH:21][CH:20]=[CH:19][CH:18]=3)[O:13][C:12]2=[O:26])[CH2:9][CH3:10])=[CH:4][CH:3]=1.Br[C:28]1[CH:29]=[CH:30][C:31](=[O:35])[N:32]([CH3:34])[CH:33]=1. (10) Given the product [F:18][C:13]1[C:12]([NH:19][C:20]2[CH:25]=[CH:24][C:23]([I:26])=[CH:22][C:21]=2[F:27])=[C:11]([NH:10][S:7]([C:4]2([CH2:1][CH:39]([OH:40])[CH2:41][OH:32])[CH2:6][CH2:5]2)(=[O:8])=[O:9])[CH:16]=[CH:15][C:14]=1[F:17], predict the reactants needed to synthesize it. The reactants are: [CH2:1]([C:4]1([S:7]([NH:10][C:11]2[CH:16]=[CH:15][C:14]([F:17])=[C:13]([F:18])[C:12]=2[NH:19][C:20]2[CH:25]=[CH:24][C:23]([I:26])=[CH:22][C:21]=2[F:27])(=[O:9])=[O:8])[CH2:6][CH2:5]1)C=C.C[N+]1([O-])CC[O:32]CC1.CCO[C:39]([CH3:41])=[O:40].